From a dataset of Retrosynthesis with 50K atom-mapped reactions and 10 reaction types from USPTO. Predict the reactants needed to synthesize the given product. (1) The reactants are: NCCc1cn[nH]c1.O=C(O)c1ccccc1-n1nccn1. Given the product O=C(NCCc1cn[nH]c1)c1ccccc1-n1nccn1, predict the reactants needed to synthesize it. (2) The reactants are: CCOC(=O)CCCc1sc(C(CC)c2ccc(CC(C)C)cc2)nc1O. Given the product CCC(c1ccc(CC(C)C)cc1)c1nc(O)c(CCCCO)s1, predict the reactants needed to synthesize it. (3) The reactants are: COC(=O)c1cc(Cl)nc(C)c1N. Given the product Cc1nc(Cl)cc(C(=O)O)c1N, predict the reactants needed to synthesize it. (4) Given the product O=S(=O)(c1ccc(Cl)cc1)C12CCC(O)CCC1COc1c(F)ccc(F)c12, predict the reactants needed to synthesize it. The reactants are: CC(C)(C)[Si](C)(C)OC1CCC2COc3c(F)ccc(F)c3C2(S(=O)(=O)c2ccc(Cl)cc2)CC1. (5) The reactants are: CCOC(=O)CC(=O)Cc1c(C)nn2c(Cl)ccc2c1-c1ccc(F)cc1. Given the product CCOC(=O)CC(O)Cc1c(C)nn2c(Cl)ccc2c1-c1ccc(F)cc1, predict the reactants needed to synthesize it. (6) Given the product COc1ncc(N2CCOc3ccc(O)cc32)cc1C#N, predict the reactants needed to synthesize it. The reactants are: COc1ncc(N2CCOc3ccc(O[Si](C)(C)C(C)(C)C)cc32)cc1C#N.